This data is from Reaction yield outcomes from USPTO patents with 853,638 reactions. The task is: Predict the reaction yield, written as a fraction of the theoretical maximum amount of product (1.0 means a 100% yield; for example, 0.34 means a 34% yield). (1) The reactants are [NH2:1][C:2]1[CH:3]=[C:4]([CH:8]=[CH:9][C:10]=1[CH3:11])[C:5]([OH:7])=[O:6].[C:12](OC(=O)C)(=[O:14])[CH3:13]. The catalyst is C(O)(=O)C. The product is [C:12]([NH:1][C:2]1[CH:3]=[C:4]([CH:8]=[CH:9][C:10]=1[CH3:11])[C:5]([OH:7])=[O:6])(=[O:14])[CH3:13]. The yield is 0.760. (2) The reactants are C([O:5][CH:6]([O:10][C:11]([CH3:14])([CH3:13])[CH3:12])N(C)C)(C)(C)C.[Cl:15][C:16]1[CH:21]=[CH:20][C:19]([CH2:22]C(O)=O)=[CH:18][CH:17]=1. The catalyst is C1(C)C=CC=CC=1.CCOC(C)=O. The product is [C:11]([O:10][C:6](=[O:5])[CH2:22][C:19]1[CH:20]=[CH:21][C:16]([Cl:15])=[CH:17][CH:18]=1)([CH3:12])([CH3:13])[CH3:14]. The yield is 0.300. (3) The reactants are [CH3:1][O:2][C:3]([C:5]1[C:13]([NH:14][C:15]2[CH:20]=[CH:19][CH:18]=[CH:17][C:16]=2[CH3:21])=[C:12]([F:22])[C:8]2[NH:9][CH:10]=[N:11][C:7]=2[CH:6]=1)=[O:4].CO.C1C(=O)N([I:32])C(=O)C1.CC1C=CC(S(O)(=O)=O)=CC=1.O. The catalyst is C1COCC1.C(Cl)Cl. The product is [CH3:1][O:2][C:3]([C:5]1[C:13]([NH:14][C:15]2[CH:20]=[CH:19][C:18]([I:32])=[CH:17][C:16]=2[CH3:21])=[C:12]([F:22])[C:8]2[NH:9][CH:10]=[N:11][C:7]=2[CH:6]=1)=[O:4]. The yield is 0.690. (4) The reactants are Cl[C:2]1[C:11]2[C:6](=[CH:7][CH:8]=[C:9]([CH2:12][OH:13])[CH:10]=2)[N:5]=[CH:4][CH:3]=1.[CH3:14][N:15](C=O)C. The catalyst is [C-]#N.[Zn+2].[C-]#N.C1(P(C2C=CC=CC=2)C2C=CC=CC=2)C=CC=CC=1.C1(P(C2C=CC=CC=2)C2C=CC=CC=2)C=CC=CC=1.C1(P(C2C=CC=CC=2)C2C=CC=CC=2)C=CC=CC=1.C1(P(C2C=CC=CC=2)C2C=CC=CC=2)C=CC=CC=1.[Pd]. The product is [OH:13][CH2:12][C:9]1[CH:10]=[C:11]2[C:6](=[CH:7][CH:8]=1)[N:5]=[CH:4][CH:3]=[C:2]2[C:14]#[N:15]. The yield is 0.770.